Task: Regression. Given a target protein amino acid sequence and a drug SMILES string, predict the binding affinity score between them. We predict pKi (pKi = -log10(Ki in M); higher means stronger inhibition). Dataset: bindingdb_ki.. Dataset: Drug-target binding data from BindingDB using Ki measurements (1) The target protein (P29703) has sequence MEEYDYSDVKPLPIETDLQDELCRIMYTEDYKRLMGLARALISLNELSPRALQLTAEIIDVAPAFYTIWNYRFNIVRHMMSESEDTVLYLNKELDWLDEVTLNNPKNYQIWSYRQSLLKLHPSPSFKRELPILKLMIDDDSKNYHVWSYRKWCCLFFSDFQHELAYASDLIETDIYNNSAWTHRMFYWVNAKDVISKVELADELQFIMDKIQLVPQNISPWTYLRGFQELFHDRLQWDSKVVDFATTFIGDVLSLPIGSPEDLPEIESSYALEFLAYHWGADPCTRDNAVKAYSLLAIKYDPIRKNLWHHKINNLN. The drug is C/C(=C\COP(=O)(O)OP(=O)(O)O)COCc1cccc(C(=O)c2ccccc2)c1. The pKi is 6.2. (2) The compound is CCC(CC)CN(C[C@@H](O)[C@H](Cc1ccccc1)NC(=O)O[C@H]1CO[C@H]2OCC[C@@H]12)S(=O)(=O)c1ccc(CO)cc1. The target protein sequence is PQITLWKRPIVTVKIGGQLREALLDTGADDTVLEDINLPGKWKPKMIGGIGGFIKVKQYEQVPIEICGKKVISTVLVGPTPVNVIGRNMMTQIGCTLNF. The pKi is 9.8. (3) The drug is CN1CC[C@]23c4c5ccc(O)c4O[C@H]2[C@@H](O)CCC3[C@H]1C5. The target protein (P79350) has sequence MDSGAVPTNASNCTDPFTHPSSCSPAPSPSSWVNFSHLEGNLSDPCGPNRTELGGSDRLCPSAGSPSMITAIIIMALYSIVCVVGLFGNFLVMYVIVRYTKMKTATNIYIFNLALADALATSTLPFQSVNYLMGTWPFGTILCKIVISIDYYNMFTSIFTLCTMSVDRYIAVCHPVKALDLRTPRNAKIINICNWILSSAIGLPVMFMATTKYRQGSIDCTLTFSHPTWYWENLLKICVFIFAFIMPILIITVCYGLMILRLKSVRMLSGSKEKDRNLRRITRMVLVVVAVFIVCWTPIHIYVIIKALITIPETTFQTVSWHFCIALGYTNSCLNPVLYAFLDENFKRCFREFCIPTSSTIEQQNSTRIRQNTRDHPSTANTVDRTNHQLENLEAETTPLP. The pKi is 7.9. (4) The small molecule is NCCc1c[nH]c2ccc(O)cc12. The target protein (O08892) has sequence MGNPEASCTPPAVLGSQTGLPHANVSAPPNNCSAPSHIYQDSIALPWKVLLVVLLALITLATTLSNAFVIATVYRTRKLHTPANYLIASLAFTDLLVSILVMPISTMYTVTGRWTLGQALCDFWLSSDITCCTASIMHLCVIALDRYWAITDAVGYSAKRTPRRAAGMIALVWVFSICISLPPFFWRQAKAEEEVLDCLVNTDHVLYTVYSTGGAFYLPTLLLIALYGRIYVEARSRILKQTPNKTGKRLTRAQLITDSPGSTSSVTSINSRAPEVPCDSGSPVYVNQVKVRVSDALLEKKKLMAARERKATKTLGVILGAFIVCWLPFFIISLVMPICKDACWFHMAIFDFFTWLGYLNSLINPIIYTMSNEDFKQAFHKLIRFKCTT. The pKi is 8.6. (5) The compound is COC(=O)c1cc(Br)cc2c1c(C(=O)c1ccc(Cn3c(C)nc4cnccc43)cc1)cn2C(=O)N(C)C. The target protein (P21556) has sequence MELNSSSRVDSEFRYTLFPIVYSIIFVLGIIANGYVLWVFARLYPSKKLNEIKIFMVNLTVADLLFLITLPLWIVYYSNQGNWFLPKFLCNLAGCLFFINTYCSVAFLGVITYNRFQAVKYPIKTAQATTRKRGIALSLVIWVAIVAAASYFLVMDSTNVVSNKAGSGNITRCFEHYEKGSKPVLIIHICIVLGFFIVFLLILFCNLVIIHTLLRQPVKQQRNAEVRRRALWMVCTVLAVFVICFVPHHMVQLPWTLAELGMWPSSNHQAINDAHQVTLCLLSTNCVLDPVIYCFLTKKFRKHLSEKLNIMRSSQKCSRVTTDTGTEMAIPINHTPVNPIKN. The pKi is 8.8. (6) The compound is O=C([O-])CNC(=S)[S-]. The target protein sequence is MSHHWGYTEENGPAHWAKEYPQASGHRQSPVDITPSSAKKGSELNVAPLKWKYVPEHTKSLVNPGYCWRVDVNGADSELTGGPLGDQIFKLEQFHCHWGCTDSKGSEHTVDGVSYSGELHLVHWNTTKYKSFGEAAAAPDGLAVLGVFLKAGNHHAELDKVTSLLQFVLHKGDRVTLPQGCDPGQLLPDVHTYWTYEGSLTTPPCSESVIWIVFKTPIEVSDDQLNAMRNLNAYDVKEECPCNEFNGKVINNFRPPLPLGKRELREIGGH. The pKi is 6.9. (7) The compound is C=CC[C@H](NC(=O)[C@H](Cc1ccccc1)NS(=O)(=O)N1CCOCC1)C(=O)N[C@@H](CC1CCCCC1)C(=O)C(F)(F)C(=O)NC[C@@H](C)CC. The target protein (P20142) has sequence MKWMVVVLVCLQLLEAAVVKVPLKKFKSIRETMKEKGLLGEFLRTHKYDPAWKYRFGDLSVTYEPMAYMDAAYFGEISIGTPPQNFLVLFDTGSSNLWVPSVYCQSQACTSHSRFNPSESSTYSTNGQTFSLQYGSGSLTGFFGYDTLTVQSIQVPNQEFGLSENEPGTNFVYAQFDGIMGLAYPALSVDEATTAMQGMVQEGALTSPVFSVYLSNQQGSSGGAVVFGGVDSSLYTGQIYWAPVTQELYWQIGIEEFLIGGQASGWCSEGCQAIVDTGTSLLTVPQQYMSALLQATGAQEDEYGQFLVNCNSIQNLPSLTFIINGVEFPLPPSSYILSNNGYCTVGVEPTYLSSQNGQPLWILGDVFLRSYYSVYDLGNNRVGFATAA. The pKi is 8.0. (8) The compound is COc1cc(C(C)NC(=O)c2cc(=O)[nH]c(C)n2)ccc1C(F)(F)F. The target protein sequence is MGQACGHSILCRSQQYPAARPAEPRGQQVFLKPDEPPPPPQPCADSLQDALLSLGSVIDISGLQRAVKEALSAVLPRVETVYTYLLDGESRLVCEDPPHELPQEGKVWEAIISQKRLGCNGLGLSDLPGKPLARLVAPLAPHTQVLVIPLVDKEAGAVAAVILVHCGQLSDNEEWSLQAVEKHTLVALRRVQALQQRRPSEAPQAVQNPPEGAVEDQKGGAAYTDRDRKILQLCGELYDLDASSLQLKVLQYLQQETRASRCCLLLVSEDSLQLSCKVMGDKVLGEEISFPLTGCLGQVVEDKKSIQLKDLTSEDVQQLQSMLGCELQAMLCVPVISRATDQVVALACAFNKLEGDLFTDQDEHVIQHCFHYTSTVLTSTLAFQKEQKLKCECQALLQVAKNLFTHLDDVSVLLQEIITEARNLSNAEICSVFLLDQNELVAKVFDGGVVDDESYEIRIPADQGIAGHVATTGQILNIPDAYAHPLFYRGVDDSTGFRTR.... The pKi is 5.9.